Dataset: Peptide-MHC class I binding affinity with 185,985 pairs from IEDB/IMGT. Task: Regression. Given a peptide amino acid sequence and an MHC pseudo amino acid sequence, predict their binding affinity value. This is MHC class I binding data. (1) The peptide sequence is EVKTCIWPK. The MHC is HLA-A30:01 with pseudo-sequence HLA-A30:01. The binding affinity (normalized) is 0.334. (2) The peptide sequence is IEFIEVVRL. The MHC is HLA-A69:01 with pseudo-sequence HLA-A69:01. The binding affinity (normalized) is 0.0847. (3) The peptide sequence is EELPETMETL. The MHC is HLA-B40:01 with pseudo-sequence HLA-B40:01. The binding affinity (normalized) is 0.514. (4) The peptide sequence is LAYEHDVPI. The MHC is HLA-A25:01 with pseudo-sequence HLA-A25:01. The binding affinity (normalized) is 0.0847.